From a dataset of Catalyst prediction with 721,799 reactions and 888 catalyst types from USPTO. Predict which catalyst facilitates the given reaction. Reactant: [OH:1][CH2:2][CH2:3][CH2:4][O:5][C:6]1[CH:13]=[CH:12][C:9]([C:10]#[N:11])=[CH:8][N:7]=1.[CH3:14][O:15][C:16](=[O:29])[CH:17]([N:19]1[C:27]2[C:22](=[CH:23][C:24](O)=[CH:25][CH:26]=2)[CH:21]=[CH:20]1)[CH3:18].C1(P(C2C=CC=CC=2)C2C=CC=CC=2)C=CC=CC=1.N(C(N1CCCCC1)=O)=NC(N1CCCCC1)=O. Product: [C:10]([C:9]1[CH:12]=[CH:13][C:6]([O:5][CH2:4][CH2:3][CH2:2][O:1][C:24]2[CH:23]=[C:22]3[C:27](=[CH:26][CH:25]=2)[N:19]([CH:17]([CH3:18])[C:16]([O:15][CH3:14])=[O:29])[CH:20]=[CH:21]3)=[N:7][CH:8]=1)#[N:11]. The catalyst class is: 2.